The task is: Predict the product of the given reaction.. This data is from Forward reaction prediction with 1.9M reactions from USPTO patents (1976-2016). (1) Given the reactants [Br:1][C:2]1[CH:10]=[C:9]2[C:5]([CH:6]([CH3:12])[C:7](=[O:11])[NH:8]2)=[CH:4][CH:3]=1.[C:13](OC(=O)C)(=[O:15])[CH3:14].C1(C)C(C)=CC=CC=1, predict the reaction product. The product is: [C:13]([N:8]1[C:9]2[C:5](=[CH:4][CH:3]=[C:2]([Br:1])[CH:10]=2)[CH:6]([CH3:12])[C:7]1=[O:11])(=[O:15])[CH3:14]. (2) Given the reactants [F:1][C:2]1[CH:3]=[CH:4][CH:5]=[C:6]2[C:10]=1[N:9]1[CH2:11][C:12](=[O:15])[CH2:13][CH2:14][C:8]1=[C:7]2[CH2:16][C:17]([O:19][CH2:20][CH2:21][CH3:22])=[O:18].[CH3:23][Si]([N-][Si](C)(C)C)(C)C.[Na+].CI, predict the reaction product. The product is: [F:1][C:2]1[CH:3]=[CH:4][CH:5]=[C:6]2[C:10]=1[N:9]1[CH:11]([CH3:23])[C:12](=[O:15])[CH2:13][CH2:14][C:8]1=[C:7]2[CH2:16][C:17]([O:19][CH2:20][CH2:21][CH3:22])=[O:18]. (3) Given the reactants [CH3:1][C:2]1([CH3:42])[O:6][C@@H:5]([CH2:7][CH2:8][NH:9][C:10]([CH:12]2[CH:16]([C:17]3[CH:22]=[CH:21][CH:20]=[C:19]([Cl:23])[C:18]=3[F:24])[C:15]([C:27]3[CH:32]=[CH:31][C:30]([Cl:33])=[CH:29][C:28]=3[F:34])([C:25]#[N:26])[CH:14]([CH2:35][C:36]([CH3:41])([CH3:40])[CH2:37][CH2:38][OH:39])[NH:13]2)=[O:11])[CH2:4][O:3]1.C(N(CC)CC)C.[CH3:50][S:51](Cl)(=[O:53])=[O:52].O, predict the reaction product. The product is: [Cl:23][C:19]1[C:18]([F:24])=[C:17]([C@H:16]2[C@H:12]([C:10](=[O:11])[NH:9][CH2:8][CH2:7][C@H:5]3[CH2:4][O:3][C:2]([CH3:42])([CH3:1])[O:6]3)[NH:13][C@@H:14]([CH2:35][C:36]([CH3:41])([CH3:40])[CH2:37][CH2:38][O:39][S:51]([CH3:50])(=[O:53])=[O:52])[C@@:15]2([C:27]2[CH:32]=[CH:31][C:30]([Cl:33])=[CH:29][C:28]=2[F:34])[C:25]#[N:26])[CH:22]=[CH:21][CH:20]=1.